This data is from Reaction yield outcomes from USPTO patents with 853,638 reactions. The task is: Predict the reaction yield, written as a fraction of the theoretical maximum amount of product (1.0 means a 100% yield; for example, 0.34 means a 34% yield). (1) The reactants are [F:1][CH:2]([F:37])[O:3][C:4]1[CH:5]=[C:6]([C:10]2[CH:14]=[C:13]([C:15]([NH:17][C:18]3[CH:23]=[CH:22][C:21]([C@@H:24]4[O:29][CH2:28][CH2:27][N:26](C(OC(C)(C)C)=O)[CH2:25]4)=[CH:20][CH:19]=3)=[O:16])[NH:12][N:11]=2)[CH:7]=[CH:8][CH:9]=1.[ClH:38].FC(F)O[C:42]1C=C(C2C=C(C(NC3C=CC([C@@H]4OCCNC4)=CC=3)=O)NN=2)C=C[CH:47]=1.Cl.N1CCO[C@@H](C2C=CC(NC(C3C=C(C4C=CC=CC=4)NN=3)=O)=CC=2)C1.CN1CCOCC1.CN(C(ON1N=NC2C=CC=CC1=2)=[N+](C)C)C.F[P-](F)(F)(F)(F)F. The catalyst is CCCCCCC.O.CN(C=O)C. The product is [ClH:38].[F:1][CH:2]([F:37])[O:3][C:4]1[CH:5]=[C:6]([C:10]2[N:11]([CH2:42][CH3:47])[N:12]=[C:13]([C:15]([NH:17][C:18]3[CH:23]=[CH:22][C:21]([C@@H:24]4[O:29][CH2:28][CH2:27][NH:26][CH2:25]4)=[CH:20][CH:19]=3)=[O:16])[CH:14]=2)[CH:7]=[CH:8][CH:9]=1. The yield is 0.580. (2) The yield is 0.340. The catalyst is C1COCC1.[OH-].[Na+]. The product is [OH:20][C:19]([C:2]1[CH:10]=[CH:9][C:5]([C:6]([OH:8])=[O:7])=[CH:4][C:3]=1[O:11][CH3:12])([CH3:21])[CH3:18]. The reactants are Br[C:2]1[CH:10]=[CH:9][C:5]([C:6]([OH:8])=[O:7])=[CH:4][C:3]=1[O:11][CH3:12].[Li]CCCC.[CH3:18][C:19]([CH3:21])=[O:20].Cl. (3) The reactants are Br[C:2]1[CH:7]=[CH:6][C:5]([N:8]2[CH:12]=[C:11]([C:13]([O:15][CH2:16][CH3:17])=[O:14])[N:10]=[C:9]2[CH2:18][CH:19]([CH3:21])[CH3:20])=[CH:4][CH:3]=1.[CH3:22][S:23]([C:26]1[CH:27]=[C:28](B(O)O)[CH:29]=[CH:30][CH:31]=1)(=[O:25])=[O:24].C([O-])([O-])=O.[Na+].[Na+]. The catalyst is O1CCOCC1.O.C1C=CC([P]([Pd]([P](C2C=CC=CC=2)(C2C=CC=CC=2)C2C=CC=CC=2)([P](C2C=CC=CC=2)(C2C=CC=CC=2)C2C=CC=CC=2)[P](C2C=CC=CC=2)(C2C=CC=CC=2)C2C=CC=CC=2)(C2C=CC=CC=2)C2C=CC=CC=2)=CC=1. The product is [CH2:18]([C:9]1[N:8]([C:5]2[CH:6]=[CH:7][C:2]([C:30]3[CH:29]=[CH:28][CH:27]=[C:26]([S:23]([CH3:22])(=[O:25])=[O:24])[CH:31]=3)=[CH:3][CH:4]=2)[CH:12]=[C:11]([C:13]([O:15][CH2:16][CH3:17])=[O:14])[N:10]=1)[CH:19]([CH3:21])[CH3:20]. The yield is 0.722. (4) The reactants are [NH2:1][C:2]1[CH:7]=[CH:6][C:5]([Br:8])=[CH:4][C:3]=1[C:9]([C:11]1[CH:16]=[CH:15][CH:14]=[CH:13][CH:12]=1)=O.[CH3:17][C:18]([CH2:20][C:21]([CH:23]([F:25])[F:24])=[O:22])=O. No catalyst specified. The product is [Br:8][C:5]1[CH:4]=[C:3]2[C:2](=[CH:7][CH:6]=1)[N:1]=[C:18]([CH3:17])[C:20]([C:21](=[O:22])[CH:23]([F:25])[F:24])=[C:9]2[C:11]1[CH:16]=[CH:15][CH:14]=[CH:13][CH:12]=1. The yield is 0.360. (5) The reactants are [C:1]([C:5]1[CH:6]=[C:7]([C:20]([NH:22][S:23]([C:26]2[CH:31]=[CH:30][CH:29]=[C:28]([N+:32]([O-])=O)[CH:27]=2)(=[O:25])=[O:24])=[O:21])[N:8]([CH2:10][C:11]2[C:16]([CH3:17])=[CH:15][C:14]([CH3:18])=[CH:13][C:12]=2[CH3:19])[N:9]=1)([CH3:4])([CH3:3])[CH3:2].[H][H]. The catalyst is CO.[Pd]. The product is [NH2:32][C:28]1[CH:27]=[C:26]([S:23]([NH:22][C:20]([C:7]2[N:8]([CH2:10][C:11]3[C:12]([CH3:19])=[CH:13][C:14]([CH3:18])=[CH:15][C:16]=3[CH3:17])[N:9]=[C:5]([C:1]([CH3:3])([CH3:4])[CH3:2])[CH:6]=2)=[O:21])(=[O:25])=[O:24])[CH:31]=[CH:30][CH:29]=1. The yield is 0.440. (6) The reactants are [N:1]1([C:7](=[O:12])[CH2:8][C:9](=[O:11])[CH3:10])[CH2:6][CH2:5][O:4][CH2:3][CH2:2]1.[Br:13]N1C(=O)CCC1=O. The catalyst is ClCCCl. The product is [Br:13][CH:8]([C:9](=[O:11])[CH3:10])[C:7]([N:1]1[CH2:6][CH2:5][O:4][CH2:3][CH2:2]1)=[O:12]. The yield is 0.981. (7) The reactants are [Cl:1][C:2]1[CH:7]=[CH:6][C:5]([CH2:8][C:9]2[C:18]3[C:13](=[CH:14][CH:15]=[CH:16][CH:17]=3)[C:12](=[O:19])[N:11]([CH2:20][C@H:21]3[CH2:25][CH2:24][CH2:23][N:22]3[CH2:26][CH2:27][CH2:28][CH2:29][C:30]3[CH:35]=[CH:34][C:33]([O:36][CH2:37][CH2:38][CH2:39][N:40]4[CH2:46][CH2:45][CH2:44][CH2:43][CH2:42][CH2:41]4)=[CH:32][CH:31]=3)[N:10]=2)=[CH:4][CH:3]=1.[ClH:47]. The catalyst is CO. The product is [ClH:1].[ClH:47].[Cl:1][C:2]1[CH:3]=[CH:4][C:5]([CH2:8][C:9]2[C:18]3[C:13](=[CH:14][CH:15]=[CH:16][CH:17]=3)[C:12](=[O:19])[N:11]([CH2:20][C@H:21]3[CH2:25][CH2:24][CH2:23][N:22]3[CH2:26][CH2:27][CH2:28][CH2:29][C:30]3[CH:31]=[CH:32][C:33]([O:36][CH2:37][CH2:38][CH2:39][N:40]4[CH2:46][CH2:45][CH2:44][CH2:43][CH2:42][CH2:41]4)=[CH:34][CH:35]=3)[N:10]=2)=[CH:6][CH:7]=1. The yield is 1.00.